This data is from Reaction yield outcomes from USPTO patents with 853,638 reactions. The task is: Predict the reaction yield, written as a fraction of the theoretical maximum amount of product (1.0 means a 100% yield; for example, 0.34 means a 34% yield). (1) The product is [I:13][C:7]1[C:2]([CH3:1])=[N:3][C:4]2[N:5]([N:9]=[CH:10][N:11]=2)[C:6]=1[NH2:8]. The yield is 0.880. The catalyst is C(O)(=O)C. The reactants are [CH3:1][C:2]1[CH:7]=[C:6]([NH2:8])[N:5]2[N:9]=[CH:10][N:11]=[C:4]2[N:3]=1.[Na+].[I-:13].CC1C=CC(S([N-]Cl)(=O)=O)=CC=1.O.O.O.[Na+]. (2) The reactants are C([O:4][CH2:5][C@@H:6]1[C@@H:10]([O:11]C(=O)C)[C@@H:9]([O:15]C(=O)C)[C@H:8]([N:19]2[CH:27]=[N:26][C:25]3[C:20]2=[N:21][C:22]([I:29])=[N:23][C:24]=3Cl)[O:7]1)(=O)C.[NH3:30]. No catalyst specified. The product is [NH2:30][C:24]1[N:23]=[C:22]([I:29])[N:21]=[C:20]2[C:25]=1[N:26]=[CH:27][N:19]2[C@H:8]1[C@H:9]([OH:15])[C@H:10]([OH:11])[C@@H:6]([CH2:5][OH:4])[O:7]1. The yield is 0.800. (3) The reactants are C(O[C:4]([C:6]1[O:7][C:8]2[CH:15]=[CH:14][C:13]([C:16](=[O:18])[CH3:17])=[C:12]([OH:19])[C:9]=2[C:10]=1[CH3:11])=[O:5])C.CCN=C=NCCCN(C)C.Cl.[CH3:32][O:33][C:34](=[O:56])[C@@H:35]([NH:39][S:40]([C:43]1[CH:48]=[CH:47][C:46]([C:49]2[CH:54]=[CH:53][C:52]([NH2:55])=[CH:51][CH:50]=2)=[CH:45][CH:44]=1)(=[O:42])=[O:41])[CH:36]([CH3:38])[CH3:37].CN(C=O)C. The catalyst is [Cl-].[Na+].O. The product is [CH3:32][O:33][C:34](=[O:56])[C@@H:35]([NH:39][S:40]([C:43]1[CH:48]=[CH:47][C:46]([C:49]2[CH:50]=[CH:51][C:52]([NH:55][C:4]([C:6]3[O:7][C:8]4[CH:15]=[CH:14][C:13]([C:16](=[O:18])[CH3:17])=[C:12]([OH:19])[C:9]=4[C:10]=3[CH3:11])=[O:5])=[CH:53][CH:54]=2)=[CH:45][CH:44]=1)(=[O:42])=[O:41])[CH:36]([CH3:38])[CH3:37]. The yield is 0.100. (4) The catalyst is CCO.CC(O)=O.CC(O)=O.[Pd].CCN(CC)CC. The yield is 0.670. The reactants are C([BH-](CC)CC)C.[Li+].ClC1[CH:11]=[C:12](C=CC=1)[O:13][CH2:14][C@@H]1N(C)C(=O)C[C@@H]1C1C=CC=CC=1.C([C@@H]1N(C)C(=O)C[C@@H]1C1C=CC=CC=1)=[O:32].C1(C2SC=CC=2)C=CC=CC=1.[Li]CCCC.[OH:62][C@H:63]([C:78]1[S:79][C:80]([C:83]2[CH:88]=[CH:87][CH:86]=[CH:85][CH:84]=2)=[CH:81][CH:82]=1)[C@@H:64]1[N:68]([CH3:69])[C:67](=[O:70])[CH2:66][C@@H:65]1[C:71]1[CH:76]=[CH:75][C:74](I)=[CH:73][CH:72]=1. The product is [OH:62][C@H:63]([C:78]1[S:79][C:80]([C:83]2[CH:88]=[CH:87][CH:86]=[CH:85][CH:84]=2)=[CH:81][CH:82]=1)[C@@H:64]1[N:68]([CH3:69])[C:67](=[O:70])[CH2:66][C@@H:65]1[C:71]1[CH:76]=[CH:75][C:74]([C:14]([O:13][CH2:12][CH3:11])=[O:32])=[CH:73][CH:72]=1. (5) The reactants are C(OC(=O)[NH:7][CH2:8][CH2:9][O:10]/[N:11]=[CH:12]/[C:13]1[CH:18]=[C:17]([C:19](=[O:25])[NH:20][O:21][CH2:22][CH2:23][OH:24])[C:16]([NH:26][C:27]2[CH:32]=[CH:31][C:30]([I:33])=[CH:29][C:28]=2[F:34])=[C:15]([F:35])[C:14]=1[F:36])(C)(C)C.Cl.C(=O)(O)[O-].[Na+]. The catalyst is C(OCC)(=O)C. The product is [NH2:7][CH2:8][CH2:9][O:10]/[N:11]=[CH:12]/[C:13]1[C:14]([F:36])=[C:15]([F:35])[C:16]([NH:26][C:27]2[CH:32]=[CH:31][C:30]([I:33])=[CH:29][C:28]=2[F:34])=[C:17]([CH:18]=1)[C:19]([NH:20][O:21][CH2:22][CH2:23][OH:24])=[O:25]. The yield is 0.370. (6) The product is [Cl:37][C:23]1[S:22][C:21]([C:18]2[CH:19]=[CH:20][C:15]([C:12]3[CH:11]=[CH:10][C:9]([C:6]4([C:4]([OH:5])=[O:3])[CH2:8][CH2:7]4)=[CH:14][CH:13]=3)=[CH:16][CH:17]=2)=[C:25]([NH:26][C:27]([O:29][CH:30]([C:32]2[CH:36]=[CH:35][S:34][CH:33]=2)[CH3:31])=[O:28])[CH:24]=1. The reactants are C([O:3][C:4]([C:6]1([C:9]2[CH:14]=[CH:13][C:12]([C:15]3[CH:20]=[CH:19][C:18]([C:21]4[S:22][C:23]([Cl:37])=[CH:24][C:25]=4[NH:26][C:27]([O:29][CH:30]([C:32]4[CH:36]=[CH:35][S:34][CH:33]=4)[CH3:31])=[O:28])=[CH:17][CH:16]=3)=[CH:11][CH:10]=2)[CH2:8][CH2:7]1)=[O:5])C.C(O)(C)C.[OH-].[Na+].Cl. The yield is 0.720. The catalyst is O1CCCC1.O.C(OCC)(=O)C. (7) The reactants are [CH3:1][O:2][C:3](=[O:66])[NH:4][CH:5]([C:60]1[CH:65]=[CH:64][CH:63]=[CH:62][CH:61]=1)[C:6]([N:8]1[CH2:12][C:11](F)(F)[CH2:10][CH:9]1[C:15]1[NH:16][C:17]([C:20]2[CH:25]=[CH:24][C:23]([C:26]3[CH:35]=[CH:34][C:33]4[C:28](=[CH:29][CH:30]=[C:31]([C:36]5[NH:37][C:38]([CH:41]6[CH2:45][CH2:44][CH2:43][N:42]6[C:46](=[O:59])[CH:47]([NH:54][C:55]([O:57][CH3:58])=[O:56])[CH:48]6[CH2:53][CH2:52][O:51][CH2:50][CH2:49]6)=[N:39][CH:40]=5)[CH:32]=4)[CH:27]=3)=[CH:22][CH:21]=2)=[CH:18][N:19]=1)=[O:7].[C:67](OC(N1CC(F)(F)CC1C1NC(C2C=CC(C3C=CC4C(=CC=C(C5NC(C6CCCN6C(OCC6C=CC=CC=6)=O)=NC=5)C=4)C=3)=CC=2)=CN=1)=O)(C)(C)[CH3:68]. No catalyst specified. The product is [CH3:1][O:2][C:3](=[O:66])[NH:4][CH:5]([C:60]1[CH:65]=[CH:64][CH:63]=[CH:62][CH:61]=1)[C:6]([N:8]1[CH:9]([C:15]2[NH:16][C:17]([C:20]3[CH:25]=[CH:24][C:23]([C:26]4[CH:35]=[CH:34][C:33]5[C:28](=[CH:29][CH:30]=[C:31]([C:36]6[NH:37][C:38]([CH:41]7[CH2:45][CH2:44][CH2:43][N:42]7[C:46](=[O:59])[CH:47]([NH:54][C:55]([O:57][CH3:58])=[O:56])[CH:48]7[CH2:53][CH2:52][O:51][CH2:50][CH2:49]7)=[N:39][CH:40]=6)[CH:32]=5)[CH:27]=4)=[CH:22][CH:21]=3)=[CH:18][N:19]=2)[CH2:10][C:11]2([CH2:68][CH2:67]2)[CH2:12]1)=[O:7]. The yield is 0.330. (8) The reactants are [C:1]([O:5][C:6]([NH:8][C@@H:9]([CH2:13][CH2:14][CH2:15][CH2:16][CH2:17][CH:18]=[CH2:19])[C:10]([OH:12])=O)=[O:7])([CH3:4])([CH3:3])[CH3:2].Cl.Cl.[CH2:22]([O:24][C:25]([C:27]1([NH:32][C:33]([CH:35]2[CH2:39][CH:38]([O:40][C:41]3[C:50]4[C:45](=[CH:46][CH:47]=[CH:48][CH:49]=4)[CH:44]=[CH:43][N:42]=3)[CH2:37][NH:36]2)=[O:34])[CH2:29][CH:28]1[CH:30]=[CH2:31])=[O:26])[CH3:23].CN1CCOCC1.CN(C(ON1N=NC2C=CC=NC1=2)=[N+](C)C)C.F[P-](F)(F)(F)(F)F. The catalyst is CN(C=O)C.C(OCC)(=O)C.CCCCCC. The product is [CH2:22]([O:24][C:25]([C:27]1([NH:32][C:33]([CH:35]2[CH2:39][CH:38]([O:40][C:41]3[C:50]4[C:45](=[CH:46][CH:47]=[CH:48][CH:49]=4)[CH:44]=[CH:43][N:42]=3)[CH2:37][N:36]2[C:10](=[O:12])[CH:9]([NH:8][C:6]([O:5][C:1]([CH3:2])([CH3:3])[CH3:4])=[O:7])[CH2:13][CH2:14][CH2:15][CH2:16][CH2:17][CH:18]=[CH2:19])=[O:34])[CH2:29][CH:28]1[CH:30]=[CH2:31])=[O:26])[CH3:23]. The yield is 0.790. (9) The product is [C:26]([C:25]1[C:21]([CH2:20][N:10]2[C:9](=[O:8])[C:18]3[C:13](=[CH:14][CH:15]=[CH:16][CH:17]=3)[N:12]=[CH:11]2)=[C:22]([C:34]([O:36][CH3:37])=[O:35])[S:23][C:24]=1[N:28]1[CH2:33][CH2:32][O:31][CH2:30][CH2:29]1)#[N:27]. The catalyst is CO.C(Cl)Cl. The yield is 0.874. The reactants are [H-].[Na+].CN(C)C=O.[OH:8][C:9]1[C:18]2[C:13](=[CH:14][CH:15]=[CH:16][CH:17]=2)[N:12]=[CH:11][N:10]=1.Br[CH2:20][C:21]1[C:25]([C:26]#[N:27])=[C:24]([N:28]2[CH2:33][CH2:32][O:31][CH2:30][CH2:29]2)[S:23][C:22]=1[C:34]([O:36][CH3:37])=[O:35]. (10) The reactants are [F:1][C:2]([F:20])([F:19])[C:3]1[N:7]2[N:8]=[C:9]([N:12]3[CH2:17][CH2:16][C:15](=O)[CH2:14][CH2:13]3)[CH2:10][CH2:11][C:6]2=[N:5][N:4]=1.[NH:21]1[C:25]2=[N:26][CH:27]=[CH:28][CH:29]=[C:24]2[CH:23]=[CH:22]1. No catalyst specified. The product is [NH:21]1[C:25]2=[N:26][CH:27]=[CH:28][CH:29]=[C:24]2[C:23]([C:15]2[CH2:14][CH2:13][N:12]([C:9]3[CH2:10][CH2:11][C:6]4[N:7]([C:3]([C:2]([F:20])([F:19])[F:1])=[N:4][N:5]=4)[N:8]=3)[CH2:17][CH:16]=2)=[CH:22]1. The yield is 0.270.